This data is from Full USPTO retrosynthesis dataset with 1.9M reactions from patents (1976-2016). The task is: Predict the reactants needed to synthesize the given product. (1) Given the product [F:28][C:29]1[CH:34]=[CH:33][C:32]([N:35]2[C:40](=[O:41])[C:39]([C:42]([NH:24][C:21]3[CH:22]=[N:23][C:18]([O:17][C:16]4[CH:15]=[CH:14][N:13]=[C:12]5[N:8]([CH2:7][C:6]6[CH:5]=[CH:4][C:3]([O:2][CH3:1])=[CH:27][CH:26]=6)[N:9]=[C:10]([CH3:25])[C:11]=45)=[CH:19][CH:20]=3)=[O:43])=[CH:38][CH:37]=[N:36]2)=[CH:31][CH:30]=1, predict the reactants needed to synthesize it. The reactants are: [CH3:1][O:2][C:3]1[CH:27]=[CH:26][C:6]([CH2:7][N:8]2[C:12]3=[N:13][CH:14]=[CH:15][C:16]([O:17][C:18]4[N:23]=[CH:22][C:21]([NH2:24])=[CH:20][CH:19]=4)=[C:11]3[C:10]([CH3:25])=[N:9]2)=[CH:5][CH:4]=1.[F:28][C:29]1[CH:34]=[CH:33][C:32]([N:35]2[C:40](=[O:41])[C:39]([C:42](O)=[O:43])=[CH:38][CH:37]=[N:36]2)=[CH:31][CH:30]=1.CCN=C=NCCCN(C)C.C(N(C(C)C)C(C)C)C. (2) Given the product [OH:2][C:3]1[CH:4]=[C:5]([C:9]2[N:14]=[C:13]3[N:15]([C:18]4[CH:19]=[CH:20][CH:21]=[CH:22][CH:23]=4)[N:16]=[CH:17][C:12]3=[C:11]([N:24]3[CH2:29][CH2:28][O:27][CH2:26][C:25]3=[O:30])[N:10]=2)[CH:6]=[CH:7][CH:8]=1, predict the reactants needed to synthesize it. The reactants are: C[O:2][C:3]1[CH:4]=[C:5]([C:9]2[N:14]=[C:13]3[N:15]([C:18]4[CH:23]=[CH:22][CH:21]=[CH:20][CH:19]=4)[N:16]=[CH:17][C:12]3=[C:11]([N:24]3[CH2:29][CH2:28][O:27][CH2:26][C:25]3=[O:30])[N:10]=2)[CH:6]=[CH:7][CH:8]=1.B(Br)(Br)Br. (3) Given the product [C:23]([O:22][C:21]([N:20]([CH2:28][C@@H:29]([C:37]1[CH:38]=[CH:39][CH:40]=[CH:41][CH:42]=1)[O:30][CH:31]1[CH2:36][CH2:35][CH2:34][CH2:33][O:32]1)[CH2:19][CH2:18][C:15]1[CH:14]=[CH:13][C:12]([C:9]2[CH:10]=[CH:11][C:5]([C:4]([O:3][CH3:2])=[O:43])=[C:6]([OH:7])[CH:8]=2)=[CH:17][CH:16]=1)=[O:27])([CH3:26])([CH3:24])[CH3:25], predict the reactants needed to synthesize it. The reactants are: C[C:2]1(C)[O:7][C:6]2[CH:8]=[C:9]([C:12]3[CH:17]=[CH:16][C:15]([CH2:18][CH2:19][N:20]([CH2:28][C@@H:29]([C:37]4[CH:42]=[CH:41][CH:40]=[CH:39][CH:38]=4)[O:30][CH:31]4[CH2:36][CH2:35][CH2:34][CH2:33][O:32]4)[C:21](=[O:27])[O:22][C:23]([CH3:26])([CH3:25])[CH3:24])=[CH:14][CH:13]=3)[CH:10]=[CH:11][C:5]=2[C:4](=[O:43])[O:3]1.C(=O)([O-])[O-].[K+].[K+].